Predict which catalyst facilitates the given reaction. From a dataset of Catalyst prediction with 721,799 reactions and 888 catalyst types from USPTO. (1) Reactant: [CH3:1][O:2][C:3]1[CH:12]=[CH:11][C:10]2[CH2:9][CH2:8][CH2:7][CH2:6][C:5]=2[N:4]=1.[Li][C:14]([CH3:17])([CH3:16])[CH3:15].[C:18](=[O:20])=O.[CH3:21]N(C=O)C.CN(C)C1C=CC(C[NH:33][C:34]2[CH:39]=[CH:38][C:37]([CH:40]([CH3:42])[CH3:41])=[CH:36][CH:35]=2)=CC=1.[CH3:46][N:47]1[CH2:52]CO[CH2:49][CH2:48]1.CCCP(O)(O)=O.C([O-])(O)=O.[Na+].CCOC(C)=O. Product: [CH3:52][N:47]([CH3:46])[C:48]1[CH:21]=[CH:17][C:14]([CH2:16][N:33]([C:34]2[CH:35]=[CH:36][C:37]([CH:40]([CH3:41])[CH3:42])=[CH:38][CH:39]=2)[C:18]([CH:6]2[C:5]3[N:4]=[C:3]([O:2][CH3:1])[CH:12]=[CH:11][C:10]=3[CH2:9][CH2:8][CH2:7]2)=[O:20])=[CH:15][CH:49]=1. The catalyst class is: 28. (2) Reactant: [CH:1]1([NH:7][C:8]2[C:13]([C:14](O)=[O:15])=[C:12]([CH3:17])[N:11]=[C:10]3[N:18]([CH2:21][CH3:22])[N:19]=[CH:20][C:9]=23)[CH2:6][CH2:5][CH2:4][CH2:3][CH2:2]1.Cl.[CH3:24][NH:25][O:26][CH3:27].OC1C2N=NNC=2C=CC=1.CN1CCOCC1.Cl.C(N=C=NCCCN(C)C)C. Product: [CH:1]1([NH:7][C:8]2[C:13]([C:14]([N:25]([O:26][CH3:27])[CH3:24])=[O:15])=[C:12]([CH3:17])[N:11]=[C:10]3[N:18]([CH2:21][CH3:22])[N:19]=[CH:20][C:9]=23)[CH2:6][CH2:5][CH2:4][CH2:3][CH2:2]1. The catalyst class is: 35.